Dataset: Catalyst prediction with 721,799 reactions and 888 catalyst types from USPTO. Task: Predict which catalyst facilitates the given reaction. (1) Reactant: [Cl:1][C:2]1[CH:9]=[CH:8][C:5]([CH:6]=O)=[CH:4][CH:3]=1.[C:10](Br)(Br)([Br:12])[Br:11].C1(P(C2C=CC=CC=2)C2C=CC=CC=2)C=CC=CC=1. Product: [Cl:1][C:2]1[CH:9]=[CH:8][C:5]([CH:6]=[C:10]([Br:12])[Br:11])=[CH:4][CH:3]=1. The catalyst class is: 2. (2) Reactant: [CH2:1]([N:4]1[CH2:9][CH2:8][N:7]([C:10]2[CH:11]=[N:12][C:13]([N+:16]([O-])=O)=[CH:14][CH:15]=2)[CH2:6][CH2:5]1)[CH:2]=[CH2:3].O.O.[Sn](Cl)Cl. Product: [CH2:1]([N:4]1[CH2:5][CH2:6][N:7]([C:10]2[CH:15]=[CH:14][C:13]([NH2:16])=[N:12][CH:11]=2)[CH2:8][CH2:9]1)[CH:2]=[CH2:3]. The catalyst class is: 5. (3) Reactant: [C:1]([OH:4])(=[O:3])[CH3:2].[CH2:5]([O:7][C:8]1[CH:13]=[CH:12][C:11]([CH:14]([NH:27][C:28]2[CH:36]=[CH:35][C:31]([C:32]([NH2:34])=[NH:33])=[CH:30][CH:29]=2)[C:15]2[NH:19][C:18](=[O:20])[N:17]([C:21]3[N:26]=[CH:25][CH:24]=[CH:23][N:22]=3)[N:16]=2)=[CH:10][C:9]=1[O:37][CH3:38])[CH3:6]. Product: [C:1]([OH:4])(=[O:3])[CH3:2].[CH2:5]([O:7][C:8]1[CH:13]=[CH:12][C:11]([C@H:14]([NH:27][C:28]2[CH:29]=[CH:30][C:31]([C:32]([NH2:34])=[NH:33])=[CH:35][CH:36]=2)[C:15]2[NH:19][C:18](=[O:20])[N:17]([C:21]3[N:22]=[CH:23][CH:24]=[CH:25][N:26]=3)[N:16]=2)=[CH:10][C:9]=1[O:37][CH3:38])[CH3:6]. The catalyst class is: 15. (4) Reactant: C[O:2][C:3](=[O:24])[C:4]1[CH:9]=[CH:8][C:7]([CH2:10][N:11]([CH2:13][CH2:14][CH2:15][CH2:16][N:17]([CH2:21][CH2:22][CH3:23])[CH2:18][CH2:19][CH3:20])[CH3:12])=[CH:6][CH:5]=1.[OH-].[Na+].Cl. Product: [CH2:21]([N:17]([CH2:18][CH2:19][CH3:20])[CH2:16][CH2:15][CH2:14][CH2:13][N:11]([CH2:10][C:7]1[CH:6]=[CH:5][C:4]([C:3]([OH:24])=[O:2])=[CH:9][CH:8]=1)[CH3:12])[CH2:22][CH3:23]. The catalyst class is: 5. (5) The catalyst class is: 550. Product: [Cl:18][C:15]1[CH:16]=[C:17]2[C:12]([CH2:11][CH2:10][CH2:9][C:8]2([OH:19])[C:6]([OH:7])=[O:5])=[CH:13][CH:14]=1. Reactant: [OH-].[Na+].C([O:5][C:6]([C:8]1([OH:19])[C:17]2[C:12](=[CH:13][CH:14]=[C:15]([Cl:18])[CH:16]=2)[CH2:11][CH2:10][CH2:9]1)=[O:7])C. (6) Reactant: [CH2:1]([SnH:5]([CH2:10][CH2:11][CH2:12][CH3:13])[CH2:6][CH2:7][CH2:8][CH3:9])[CH2:2][CH2:3][CH3:4].C([N-]C(C)C)(C)C.[Li+].Cl[C:23]1[N:28]=[CH:27][C:26]([CH2:29][CH2:30][CH2:31][CH2:32][CH2:33][CH2:34][CH2:35][CH2:36][CH3:37])=[CH:25][N:24]=1. Product: [CH2:29]([C:26]1[CH:25]=[N:24][C:23]([Sn:5]([CH2:1][CH2:2][CH2:3][CH3:4])([CH2:6][CH2:7][CH2:8][CH3:9])[CH2:10][CH2:11][CH2:12][CH3:13])=[N:28][CH:27]=1)[CH2:30][CH2:31][CH2:32][CH2:33][CH2:34][CH2:35][CH2:36][CH3:37]. The catalyst class is: 1. (7) Reactant: [N:1]1([C:7]2[C:8]3[O:15][C:14]4[CH:16]=[CH:17][CH:18]=[CH:19][C:13]=4[C:9]=3[N:10]=[CH:11][N:12]=2)[CH2:6][CH2:5][NH:4][CH2:3][CH2:2]1.N1C=CC=CC=1.[Cl-].[O:27]1[C:31]2[CH:32]=[CH:33][C:34]([CH2:36][NH:37][CH:38]=[S:39])=[CH:35][C:30]=2[O:29][CH2:28]1.CO. The catalyst class is: 4. Product: [O:27]1[C:31]2[CH:32]=[CH:33][C:34]([CH2:36][NH:37][C:38]([N:4]3[CH2:5][CH2:6][N:1]([C:7]4[C:8]5[O:15][C:14]6[CH:16]=[CH:17][CH:18]=[CH:19][C:13]=6[C:9]=5[N:10]=[CH:11][N:12]=4)[CH2:2][CH2:3]3)=[S:39])=[CH:35][C:30]=2[O:29][CH2:28]1.